Dataset: Reaction yield outcomes from USPTO patents with 853,638 reactions. Task: Predict the reaction yield, written as a fraction of the theoretical maximum amount of product (1.0 means a 100% yield; for example, 0.34 means a 34% yield). The reactants are C(C1C=C(NC2N=C(NC3C=CC=C(C(O)=O)C=3)C(F)=CN=2)C=CC=1)(O)=O.[CH3:28][O:29][C:30]1[CH:31]=[C:32]([NH:40][C:41]2[N:46]=[C:45]([NH:47][C:48]3[CH:53]=[CH:52][C:51]([C:54]([O:56]C)=[O:55])=[C:50]([O:58][CH3:59])[CH:49]=3)[C:44]([F:60])=[CH:43][N:42]=2)[CH:33]=[CH:34][C:35]=1[C:36]([O:38]C)=[O:37].[OH-].[Na+]. The yield is 0.640. The product is [C:36]([C:35]1[CH:34]=[CH:33][C:32]([NH:40][C:41]2[N:46]=[C:45]([NH:47][C:48]3[CH:53]=[CH:52][C:51]([C:54]([OH:56])=[O:55])=[C:50]([O:58][CH3:59])[CH:49]=3)[C:44]([F:60])=[CH:43][N:42]=2)=[CH:31][C:30]=1[O:29][CH3:28])([OH:38])=[O:37]. No catalyst specified.